From a dataset of Reaction yield outcomes from USPTO patents with 853,638 reactions. Predict the reaction yield, written as a fraction of the theoretical maximum amount of product (1.0 means a 100% yield; for example, 0.34 means a 34% yield). (1) The reactants are [F:1][C:2]1[C:3]([N:9]=[CH:10][N:11]([CH3:13])[CH3:12])=[N:4][C:5]([OH:8])=[N:6][CH:7]=1.C(=O)([O-])[O-].[Cs+].[Cs+].[CH3:20][O:21][CH2:22]Br. The catalyst is CN(C=O)C. The product is [F:1][C:2]1[C:3]([N:9]=[CH:10][N:11]([CH3:13])[CH3:12])=[N:4][C:5]([O:8][CH2:20][O:21][CH3:22])=[N:6][CH:7]=1. The yield is 0.190. (2) The reactants are [NH2:1][C:2]1[CH:17]=[CH:16][C:15]([Cl:18])=[CH:14][C:3]=1[C:4]([NH:6][C:7]1[CH:12]=[CH:11][CH:10]=[CH:9][C:8]=1[Cl:13])=[O:5].[Cl:19][CH2:20][C:21](Cl)=O. The catalyst is C(O)(=O)C. The product is [Cl:18][C:15]1[CH:14]=[C:3]2[C:2](=[CH:17][CH:16]=1)[N:1]=[C:21]([CH2:20][Cl:19])[N:6]([C:7]1[CH:12]=[CH:11][CH:10]=[CH:9][C:8]=1[Cl:13])[C:4]2=[O:5]. The yield is 0.920.